From a dataset of Peptide-MHC class I binding affinity with 185,985 pairs from IEDB/IMGT. Regression. Given a peptide amino acid sequence and an MHC pseudo amino acid sequence, predict their binding affinity value. This is MHC class I binding data. (1) The peptide sequence is MLLAFMTLV. The MHC is HLA-A02:01 with pseudo-sequence HLA-A02:01. The binding affinity (normalized) is 0.839. (2) The peptide sequence is REIGSLLHGL. The MHC is HLA-B44:02 with pseudo-sequence HLA-B44:02. The binding affinity (normalized) is 0.386. (3) The peptide sequence is LLLAILGPL. The MHC is HLA-B53:01 with pseudo-sequence HLA-B53:01. The binding affinity (normalized) is 0.0939. (4) The peptide sequence is SKLRALLTL. The MHC is HLA-B35:01 with pseudo-sequence HLA-B35:01. The binding affinity (normalized) is 0.0847. (5) The MHC is Mamu-B52 with pseudo-sequence Mamu-B52. The binding affinity (normalized) is 0.755. The peptide sequence is RQAPTAFEF. (6) The peptide sequence is RRFDTFKAF. The MHC is HLA-A26:02 with pseudo-sequence HLA-A26:02. The binding affinity (normalized) is 0.0847. (7) The peptide sequence is HLYSHPIIL. The MHC is HLA-A02:06 with pseudo-sequence HLA-A02:06. The binding affinity (normalized) is 0.154.